Dataset: Peptide-MHC class II binding affinity with 134,281 pairs from IEDB. Task: Regression. Given a peptide amino acid sequence and an MHC pseudo amino acid sequence, predict their binding affinity value. This is MHC class II binding data. The peptide sequence is LCNFKKNIIALLIIP. The MHC is DRB1_1302 with pseudo-sequence DRB1_1302. The binding affinity (normalized) is 0.744.